This data is from Forward reaction prediction with 1.9M reactions from USPTO patents (1976-2016). The task is: Predict the product of the given reaction. (1) Given the reactants [CH3:1][CH:2]([O:7][C:8]1[CH:9]=[CH:10][C:11]2[CH2:12][N:13](C(OC(C)(C)C)=O)[CH2:14][CH2:15][O:16][C:17]=2[N:18]=1)[C:3]([CH3:6])([CH3:5])[CH3:4].[ClH:26].C(OCC)(=O)C, predict the reaction product. The product is: [ClH:26].[CH3:1][CH:2]([O:7][C:8]1[CH:9]=[CH:10][C:11]2[CH2:12][NH:13][CH2:14][CH2:15][O:16][C:17]=2[N:18]=1)[C:3]([CH3:6])([CH3:5])[CH3:4]. (2) Given the reactants [Br:1][C:2]1[CH:6]=[N:5][N:4]([CH3:7])[C:3]=1[C:8]1[CH:9]=[C:10]([NH2:16])[CH:11]=[CH:12][C:13]=1[O:14][CH3:15].[CH3:17][N:18]([CH3:28])[C:19]1[CH:24]=[CH:23][C:22]([N:25]=[C:26]=[O:27])=[CH:21][CH:20]=1, predict the reaction product. The product is: [Br:1][C:2]1[CH:6]=[N:5][N:4]([CH3:7])[C:3]=1[C:8]1[CH:9]=[C:10]([NH:16][C:26]([NH:25][C:22]2[CH:23]=[CH:24][C:19]([N:18]([CH3:28])[CH3:17])=[CH:20][CH:21]=2)=[O:27])[CH:11]=[CH:12][C:13]=1[O:14][CH3:15]. (3) Given the reactants [Cl:1][C:2]1[CH:3]=[C:4]([C@@H:12]([CH2:25][CH:26]2[CH2:30][CH2:29][CH2:28][CH2:27]2)[C:13]([NH:15][C:16]2[CH:20]=[CH:19][N:18]([CH2:21][C:22]([OH:24])=O)[N:17]=2)=[O:14])[CH:5]=[CH:6][C:7]=1[S:8]([CH3:11])(=[O:10])=[O:9].C(Cl)(=O)C(Cl)=O.N1C(C)=CC=CC=1C.[NH:45]1[CH2:50][CH2:49][O:48][CH2:47][CH2:46]1, predict the reaction product. The product is: [Cl:1][C:2]1[CH:3]=[C:4]([C@@H:12]([CH2:25][CH:26]2[CH2:27][CH2:28][CH2:29][CH2:30]2)[C:13]([NH:15][C:16]2[CH:20]=[CH:19][N:18]([CH2:21][C:22]([N:45]3[CH2:50][CH2:49][O:48][CH2:47][CH2:46]3)=[O:24])[N:17]=2)=[O:14])[CH:5]=[CH:6][C:7]=1[S:8]([CH3:11])(=[O:9])=[O:10]. (4) Given the reactants [F:1][C:2]1[C:7]([OH:8])=[C:6]([F:9])[C:5]([F:10])=[C:4]([F:11])[C:3]=1[F:12].CCN(CC)CC.[P:20](Cl)(Cl)([O:22][C:23]1[CH:28]=[CH:27][CH:26]=[CH:25][CH:24]=1)=[O:21].[CH:31](Cl)([CH3:33])[CH3:32].[NH2:35][C@H:36]([C:38]([OH:40])=[O:39])[CH3:37], predict the reaction product. The product is: [F:1][C:2]1[C:3]([F:12])=[C:4]([F:11])[C:5]([F:10])=[C:6]([F:9])[C:7]=1[O:8][C:24]1[CH:25]=[CH:26][CH:27]=[CH:28][C:23]=1[O:22][P:20](=[N:35][C@@H:36]([CH3:37])[C:38]([O:40][CH:31]([CH3:33])[CH3:32])=[O:39])=[O:21]. (5) Given the reactants [CH3:1][O:2][C:3]1[CH:8]=[CH:7][C:6]([C:9]([F:12])([F:11])[F:10])=[CH:5][C:4]=1[C:13]1[N:18]2[N:19]=[C:20]([C:22]3([CH2:40][C:41]([N:43]([CH3:45])[CH3:44])=[O:42])[CH:39]=[CH:38][C:25]4[CH2:26][CH2:27][N:28](CCS(=O)(=O)NC)[CH2:29][CH2:30][C:24]=4[CH2:23]3)[N:21]=[C:17]2[CH:16]=[CH:15][CH:14]=1.ClCC(N(C)C)=O, predict the reaction product. The product is: [CH3:1][O:2][C:3]1[CH:8]=[CH:7][C:6]([C:9]([F:11])([F:12])[F:10])=[CH:5][C:4]=1[C:13]1[N:18]2[N:19]=[C:20]([C:22]3([CH2:40][C:41]([N:43]([CH3:45])[CH3:44])=[O:42])[CH:39]=[CH:38][C:25]4[CH2:26][CH2:27][NH:28][CH2:29][CH2:30][C:24]=4[CH2:23]3)[N:21]=[C:17]2[CH:16]=[CH:15][CH:14]=1.